From a dataset of Full USPTO retrosynthesis dataset with 1.9M reactions from patents (1976-2016). Predict the reactants needed to synthesize the given product. (1) Given the product [CH2:6]([N:5]([CH2:8][CH3:9])[CH2:4][CH2:3][O:16][C:10]1[CH:15]=[CH:14][CH:13]=[CH:12][CH:11]=1)[CH3:7], predict the reactants needed to synthesize it. The reactants are: Cl.Cl[CH2:3][CH2:4][N:5]([CH2:8][CH3:9])[CH2:6][CH3:7].[C:10]1([OH:16])[CH:15]=[CH:14][CH:13]=[CH:12][CH:11]=1.[OH-].[Na+]. (2) Given the product [Cl:1][C:2]1[CH:3]=[C:4]([C:8]2[N:13]=[C:12]3[CH2:14][CH2:15][CH2:16][C:11]3=[C:10]([NH:17][C:18]3[CH:19]=[CH:20][C:21]([CH2:24][C:25]([NH2:31])=[O:27])=[CH:22][CH:23]=3)[CH:9]=2)[CH:5]=[N:6][CH:7]=1, predict the reactants needed to synthesize it. The reactants are: [Cl:1][C:2]1[CH:3]=[C:4]([C:8]2[N:13]=[C:12]3[CH2:14][CH2:15][CH2:16][C:11]3=[C:10]([NH:17][C:18]3[CH:23]=[CH:22][C:21]([CH2:24][C:25]([O:27]CC)=O)=[CH:20][CH:19]=3)[CH:9]=2)[CH:5]=[N:6][CH:7]=1.[Cl-].[NH4+:31].N. (3) Given the product [CH3:1][S:2]([CH2:5][CH2:6][CH2:7][O:8][S:17]([CH3:16])(=[O:19])=[O:18])(=[O:4])=[O:3], predict the reactants needed to synthesize it. The reactants are: [CH3:1][S:2]([CH2:5][CH2:6][CH2:7][OH:8])(=[O:4])=[O:3].C(N(CC)CC)C.[CH3:16][S:17](Cl)(=[O:19])=[O:18].O. (4) The reactants are: [H-].[Na+].[F:3][C:4]1[CH:5]=[C:6]([NH:11][C:12]2[C:17]([C:18]([NH:20][C@@H:21]3[CH2:26][CH2:25][C@H:24]([NH:27][C:28](=[O:34])[O:29][C:30]([CH3:33])([CH3:32])[CH3:31])[CH2:23][CH2:22]3)=[O:19])=[CH:16][C:15]([F:35])=[CH:14][N:13]=2)[CH:7]=[CH:8][C:9]=1[F:10].Cl[C:37](OCC)=[O:38].[NH4+].[Cl-]. Given the product [F:3][C:4]1[CH:5]=[C:6]([N:11]2[C:12]3[N:13]=[CH:14][C:15]([F:35])=[CH:16][C:17]=3[C:18](=[O:19])[N:20]([C@@H:21]3[CH2:22][CH2:23][C@H:24]([NH:27][C:28](=[O:34])[O:29][C:30]([CH3:31])([CH3:32])[CH3:33])[CH2:25][CH2:26]3)[C:37]2=[O:38])[CH:7]=[CH:8][C:9]=1[F:10], predict the reactants needed to synthesize it. (5) Given the product [CH2:1]([NH:3][C:4]([C:6]1[C:10]([C:11]2[CH:16]=[CH:15][C:14]([CH2:17][N:18]3[CH2:23][CH2:22][O:21][CH2:20][CH2:19]3)=[CH:13][CH:12]=2)=[C:9]([C:24]2[CH:29]=[C:28]([CH2:30][CH:31]([CH3:32])[CH3:33])[C:27]([OH:34])=[CH:26][C:25]=2[OH:42])[O:8][N:7]=1)=[O:5])[CH3:2], predict the reactants needed to synthesize it. The reactants are: [CH2:1]([NH:3][C:4]([C:6]1[C:10]([C:11]2[CH:16]=[CH:15][C:14]([CH2:17][N:18]3[CH2:23][CH2:22][O:21][CH2:20][CH2:19]3)=[CH:13][CH:12]=2)=[C:9]([C:24]2[CH:29]=[C:28]([CH2:30][CH:31]([CH3:33])[CH3:32])[C:27]([O:34]CC3C=CC=CC=3)=[CH:26][C:25]=2[O:42]CC2C=CC=CC=2)[O:8][N:7]=1)=[O:5])[CH3:2].C(Cl)Cl.B(Cl)(Cl)Cl. (6) The reactants are: [C:1]1([C:21]2[CH:26]=[CH:25][CH:24]=[CH:23][CH:22]=2)[CH:6]=[CH:5][C:4]([C:7]([N:9]2[CH2:13][C:12](=[N:14][O:15][CH3:16])[CH2:11][C@H:10]2[C:17](=[N:19][OH:20])[NH2:18])=[O:8])=[CH:3][CH:2]=1.[CH3:27][O:28][CH2:29][CH2:30][C:31](O)=O. Given the product [CH3:16][O:15][N:14]=[C:12]1[CH2:11][C@@H:10]([C:17]2[N:18]=[C:31]([CH2:30][CH2:29][O:28][CH3:27])[O:20][N:19]=2)[N:9]([C:7]([C:4]2[CH:3]=[CH:2][C:1]([C:21]3[CH:26]=[CH:25][CH:24]=[CH:23][CH:22]=3)=[CH:6][CH:5]=2)=[O:8])[CH2:13]1, predict the reactants needed to synthesize it.